Dataset: Reaction yield outcomes from USPTO patents with 853,638 reactions. Task: Predict the reaction yield, written as a fraction of the theoretical maximum amount of product (1.0 means a 100% yield; for example, 0.34 means a 34% yield). The reactants are Cl.[C:2]([NH2:5])(=[NH:4])[CH3:3].[F:6][C:7]1[CH:24]=[CH:23][C:10]([C:11]([NH:13][CH:14]([C:19](OC)=[O:20])[C:15](OC)=[O:16])=[O:12])=[CH:9][CH:8]=1.[Na]. The catalyst is C(O)C. The product is [OH:20][C:19]1[C:14]([NH:13][C:11](=[O:12])[C:10]2[CH:23]=[CH:24][C:7]([F:6])=[CH:8][CH:9]=2)=[C:15]([OH:16])[N:5]=[C:2]([CH3:3])[N:4]=1. The yield is 0.790.